Dataset: Retrosynthesis with 50K atom-mapped reactions and 10 reaction types from USPTO. Task: Predict the reactants needed to synthesize the given product. (1) Given the product Fc1ccc2ncc(-c3nc(NCCN4CCOCC4)cc(N[C@@H]4CCCNC4)n3)n2c1, predict the reactants needed to synthesize it. The reactants are: CC(C)(C)OC(=O)N1CCC[C@@H](Nc2cc(NCCN3CCOCC3)nc(-c3cnc4ccc(F)cn34)n2)C1. (2) Given the product Cc1nccn2c(-c3ccnc(NCC(C)(C)C(=O)O)n3)c(-c3ccc(F)cc3)nc12, predict the reactants needed to synthesize it. The reactants are: CCOC(=O)C(C)(C)CNc1nccc(-c2c(-c3ccc(F)cc3)nc3c(C)nccn23)n1. (3) Given the product COC(=O)c1cscc1NC(=O)NCCCCBr, predict the reactants needed to synthesize it. The reactants are: COC(=O)c1cscc1N.O=C=NCCCCBr. (4) The reactants are: CC1(C)C=C(c2ccc(F)cc2)c2ccc(NS(C)(=O)=O)cc2O1. Given the product CC1(C)CC(c2ccc(F)cc2)c2ccc(NS(C)(=O)=O)cc2O1, predict the reactants needed to synthesize it. (5) Given the product COc1ccc(C(N)=O)cc1NC(=S)Nc1cccc2c1cnn2C, predict the reactants needed to synthesize it. The reactants are: COc1ccc(C(N)=O)cc1N=C=S.Cn1ncc2c(N)cccc21.